Dataset: Forward reaction prediction with 1.9M reactions from USPTO patents (1976-2016). Task: Predict the product of the given reaction. (1) Given the reactants C[O:2][C:3]([C:5]1[CH:6]=[N:7][N:8]([C:11]2[C:16]([CH3:17])=[CH:15][CH:14]=[CH:13][N:12]=2)[C:9]=1[CH3:10])=[O:4].[OH-].[Na+].Cl.ClCCl, predict the reaction product. The product is: [CH3:17][C:16]1[C:11]([N:8]2[C:9]([CH3:10])=[C:5]([C:3]([OH:4])=[O:2])[CH:6]=[N:7]2)=[N:12][CH:13]=[CH:14][CH:15]=1. (2) Given the reactants [C@H:1]1(C=CC=[CH:5][C@@H:3]1[OH:4])[OH:2].[CH2-:9][C:10]([CH3:12])=[O:11].ClC1C(C(OO)=[O:21])=CC=CC=1, predict the reaction product. The product is: [CH:12]1[CH:10]([OH:11])[CH:9]([OH:21])[CH:1]([OH:2])[CH:3]([OH:4])[CH:5]=1. (3) Given the reactants Br[C:2]1[C:3](=[O:8])[CH2:4][CH2:5][C:6]=1[CH3:7].[F:9][C:10]1[CH:15]=[CH:14][C:13]([O:16][CH3:17])=[CH:12][C:11]=1[C:18]1[CH:23]=[CH:22][C:21]([C:24]([O:26][CH3:27])=[O:25])=[CH:20][C:19]=1B1OC(C)(C)C(C)(C)O1.P([O-])([O-])([O-])=O.[K+].[K+].[K+].C1(P(C2CCCCC2)C2C=CC=CC=2C2C(OC)=CC=CC=2OC)CCCCC1.O, predict the reaction product. The product is: [F:9][C:10]1[CH:15]=[CH:14][C:13]([O:16][CH3:17])=[CH:12][C:11]=1[C:18]1[CH:23]=[CH:22][C:21]([C:24]([O:26][CH3:27])=[O:25])=[CH:20][C:19]=1[C:2]1[C:3](=[O:8])[CH2:4][CH2:5][C:6]=1[CH3:7]. (4) Given the reactants FC1C=CC(CNC)=CC=1.[CH3:11][NH:12][CH2:13][C:14]1[CH:19]=[CH:18][N:17]=[CH:16][CH:15]=1.[F:20][C:21]1[CH:43]=[CH:42][C:24]([CH2:25][NH:26][C:27]([C:29]2[S:33][C:32]([C:34]3[CH:39]=[N:38][CH:37]=[C:36](I)[N:35]=3)=[N:31][C:30]=2[CH3:41])=[O:28])=[CH:23][CH:22]=1, predict the reaction product. The product is: [F:20][C:21]1[CH:43]=[CH:42][C:24]([CH2:25][NH:26][C:27]([C:29]2[S:33][C:32]([C:34]3[CH:39]=[N:38][CH:37]=[C:36]([N:12]([CH3:11])[CH2:13][C:14]4[CH:19]=[CH:18][N:17]=[CH:16][CH:15]=4)[N:35]=3)=[N:31][C:30]=2[CH3:41])=[O:28])=[CH:23][CH:22]=1. (5) Given the reactants [CH:1]1([N:4]=[C:5]=[O:6])[CH2:3][CH2:2]1.[CH3:7][O:8][C:9]1[CH:18]=[CH:17][CH:16]=[CH:15][C:10]=1[C:11]([NH:13][NH2:14])=[O:12], predict the reaction product. The product is: [CH:1]1([NH:4][C:5]([NH:14][NH:13][C:11](=[O:12])[C:10]2[CH:15]=[CH:16][CH:17]=[CH:18][C:9]=2[O:8][CH3:7])=[O:6])[CH2:3][CH2:2]1. (6) Given the reactants [CH2:1]([C:3]1[CH:8]=[CH:7][CH:6]=[CH:5][C:4]=1[C:9]1[CH:14]=[CH:13][C:12]([C:15](O)=O)=[CH:11][C:10]=1[CH2:18][O:19][CH3:20])[CH3:2].[NH2:21][C:22](=[N:42][OH:43])[C:23]1[CH:32]=[C:31]2[C:26]([CH2:27][CH2:28][N:29]([CH2:33][CH2:34][C:35]([O:37][C:38]([CH3:41])([CH3:40])[CH3:39])=[O:36])[CH2:30]2)=[CH:25][CH:24]=1, predict the reaction product. The product is: [CH2:1]([C:3]1[CH:8]=[CH:7][CH:6]=[CH:5][C:4]=1[C:9]1[CH:14]=[CH:13][C:12]([C:15]2[O:43][N:42]=[C:22]([C:23]3[CH:32]=[C:31]4[C:26]([CH2:27][CH2:28][N:29]([CH2:33][CH2:34][C:35]([O:37][C:38]([CH3:39])([CH3:40])[CH3:41])=[O:36])[CH2:30]4)=[CH:25][CH:24]=3)[N:21]=2)=[CH:11][C:10]=1[CH2:18][O:19][CH3:20])[CH3:2]. (7) Given the reactants [NH2:1][C:2]1[N:3]([C@@H:12]2[O:18][C@H:17]([CH2:19][OH:20])[C@@H:15]([OH:16])[C@H:13]2[OH:14])[C:4]2[C:9]([N:10]=1)=[C:8](Cl)[N:7]=[CH:6][N:5]=2.[CH2:21]([NH2:27])[C:22]1[O:26][CH:25]=[CH:24][CH:23]=1, predict the reaction product. The product is: [NH2:1][C:2]1[N:3]([C@@H:12]2[O:18][C@H:17]([CH2:19][OH:20])[C@@H:15]([OH:16])[C@H:13]2[OH:14])[C:4]2[C:9]([N:10]=1)=[C:8]([NH:27][CH2:21][C:22]1[O:26][CH:25]=[CH:24][CH:23]=1)[N:7]=[CH:6][N:5]=2. (8) Given the reactants [NH2:1][C:2]1[N:10]=[C:9]([O:11][CH2:12][CH2:13][O:14][CH3:15])[N:8]=[C:7]2[C:3]=1[N:4]=[C:5](Br)[N:6]2[CH2:16][C:17]1[CH:18]=[C:19]([CH2:23][OH:24])[CH:20]=[CH:21][CH:22]=1.[CH3:26][O-:27].[Na+], predict the reaction product. The product is: [NH2:1][C:2]1[N:10]=[C:9]([O:11][CH2:12][CH2:13][O:14][CH3:15])[N:8]=[C:7]2[C:3]=1[N:4]=[C:5]([O:27][CH3:26])[N:6]2[CH2:16][C:17]1[CH:18]=[C:19]([CH2:23][OH:24])[CH:20]=[CH:21][CH:22]=1. (9) Given the reactants F[C:2]1[CH:7]=[CH:6][C:5]([Cl:8])=[CH:4][C:3]=1[N+:9]([O-:11])=[O:10].[O:12]1[CH2:17][CH2:16][CH2:15][CH2:14][CH:13]1CN.[CH:20]([N:23](CC)C(C)C)(C)C.CS(C)=O, predict the reaction product. The product is: [Cl:8][C:5]1[CH:6]=[CH:7][C:2]([NH:23][CH2:20][CH:15]2[CH2:14][CH2:13][O:12][CH2:17][CH2:16]2)=[C:3]([N+:9]([O-:11])=[O:10])[CH:4]=1.